Dataset: Peptide-MHC class II binding affinity with 134,281 pairs from IEDB. Task: Regression. Given a peptide amino acid sequence and an MHC pseudo amino acid sequence, predict their binding affinity value. This is MHC class II binding data. The peptide sequence is AFKVAARAANAAPAN. The MHC is DRB1_0401 with pseudo-sequence DRB1_0401. The binding affinity (normalized) is 0.441.